From a dataset of Catalyst prediction with 721,799 reactions and 888 catalyst types from USPTO. Predict which catalyst facilitates the given reaction. (1) Reactant: [Cl:1][C:2]1[CH:7]=[CH:6][CH:5]=[C:4]([Cl:8])[C:3]=1[NH:9][NH:10][C:11]([O:13][C:14]([CH3:17])([CH3:16])[CH3:15])=[O:12].[CH3:18][O:19][C:20]1[CH:21]=[C:22]([CH:28]=[CH:29][C:30]=1[N+:31]([O-:33])=[O:32])[C:23]([N:25]=[C:26]=[O:27])=[O:24]. Product: [Cl:1][C:2]1[CH:7]=[CH:6][CH:5]=[C:4]([Cl:8])[C:3]=1[N:9]([C:26](=[O:27])[NH:25][C:23](=[O:24])[C:22]1[CH:28]=[CH:29][C:30]([N+:31]([O-:33])=[O:32])=[C:20]([O:19][CH3:18])[CH:21]=1)[NH:10][C:11]([O:13][C:14]([CH3:17])([CH3:16])[CH3:15])=[O:12]. The catalyst class is: 2. (2) Reactant: [CH2:1]([NH:8][C@H:9]([CH3:16])[C:10]1[CH:15]=[CH:14][CH:13]=[CH:12][CH:11]=1)[C:2]1[CH:7]=[CH:6][CH:5]=[CH:4][CH:3]=1.[Li]CCCC.[CH2:22]([O:24][C:25](=[O:37])[CH:26]=[CH:27][C:28]1[CH:36]=[CH:35][C:31]2[CH:32]=[CH:33][O:34][C:30]=2[CH:29]=1)[CH3:23].[NH4+].[Cl-]. Product: [CH2:22]([O:24][C:25](=[O:37])[CH2:26][C@@H:27]([C:28]1[CH:36]=[CH:35][C:31]2[CH:32]=[CH:33][O:34][C:30]=2[CH:29]=1)[N:8]([CH2:1][C:2]1[CH:7]=[CH:6][CH:5]=[CH:4][CH:3]=1)[C@@H:9]([C:10]1[CH:15]=[CH:14][CH:13]=[CH:12][CH:11]=1)[CH3:16])[CH3:23]. The catalyst class is: 1. (3) Reactant: [N+:1]([C:4]1[CH:9]=[CH:8][C:7]([CH2:10][CH2:11][CH2:12][CH2:13][OH:14])=[CH:6][CH:5]=1)([O-:3])=[O:2].[CH2:24](P([CH2:24][CH2:25][CH2:26][CH3:27])[CH2:24][CH2:25][CH2:26][CH3:27])[CH2:25][CH2:26][CH3:27].CCOC(/N=N/C(O[CH2:38][CH3:39])=O)=O. Product: [N+:1]([C:4]1[CH:5]=[CH:6][C:7]([CH2:10][CH2:11][CH2:12][CH2:13][O:14][C:7]2[CH:8]=[CH:9][C:4]([NH:1][C:27]3[CH:26]=[CH:25][CH:24]=[CH:39][CH:38]=3)=[CH:5][CH:6]=2)=[CH:8][CH:9]=1)([O-:3])=[O:2]. The catalyst class is: 2.